Dataset: Full USPTO retrosynthesis dataset with 1.9M reactions from patents (1976-2016). Task: Predict the reactants needed to synthesize the given product. (1) Given the product [F:1][C:2]1[C:7]([F:8])=[CH:6][CH:5]=[CH:4][C:3]=1[N:9]1[C:13]([C:14]2[C:15]([NH2:29])=[N:16][CH:17]=[C:18]([C:31]3[S:35][C:34]([CH:36]4[CH2:41][CH2:40][NH:39][CH2:38][CH2:37]4)=[N:33][CH:32]=3)[CH:19]=2)=[N:12][N:11]=[N:10]1, predict the reactants needed to synthesize it. The reactants are: [F:1][C:2]1[C:7]([F:8])=[CH:6][CH:5]=[CH:4][C:3]=1[N:9]1[C:13]([C:14]2[C:15]([NH2:29])=[N:16][CH:17]=[C:18](B3OC(C)(C)C(C)(C)O3)[CH:19]=2)=[N:12][N:11]=[N:10]1.Br[C:31]1[S:35][C:34]([CH:36]2[CH2:41][CH2:40][N:39](C(OC(C)(C)C)=O)[CH2:38][CH2:37]2)=[N:33][CH:32]=1. (2) Given the product [CH2:1]([O:8][C:9]1[CH:16]=[CH:15][C:12]([CH:13]=[N+:22]([CH:17]2[CH2:21][CH2:20][CH2:19][CH2:18]2)[O-:23])=[CH:11][CH:10]=1)[C:2]1[CH:7]=[CH:6][CH:5]=[CH:4][CH:3]=1, predict the reactants needed to synthesize it. The reactants are: [CH2:1]([O:8][C:9]1[CH:16]=[CH:15][C:12]([CH:13]=O)=[CH:11][CH:10]=1)[C:2]1[CH:7]=[CH:6][CH:5]=[CH:4][CH:3]=1.[CH:17]1([NH:22][OH:23])[CH2:21][CH2:20][CH2:19][CH2:18]1. (3) Given the product [Br:1][C:2]1[CH:3]=[C:4]([OH:10])[C:5]([OH:9])=[CH:6][C:7]=1[F:8], predict the reactants needed to synthesize it. The reactants are: [Br:1][C:2]1[C:7]([F:8])=[CH:6][C:5]([OH:9])=[C:4]([O:10]C)[CH:3]=1.B(Br)(Br)Br. (4) Given the product [Br:1][C:2]1[CH:10]=[C:9]([Cl:11])[CH:8]=[C:4]([C:5]2[O:7][N:16]=[C:15]([C:17]3[C:22]([CH3:23])=[CH:21][CH:20]=[CH:19][N:18]=3)[N:14]=2)[C:3]=1[OH:12], predict the reactants needed to synthesize it. The reactants are: [Br:1][C:2]1[CH:10]=[C:9]([Cl:11])[CH:8]=[C:4]([C:5]([OH:7])=O)[C:3]=1[OH:12].O[NH:14][C:15]([C:17]1[C:22]([CH3:23])=[CH:21][CH:20]=[CH:19][N:18]=1)=[NH:16]. (5) Given the product [NH2:14][C:6]1[C:5]([O:17][C:18]2[CH:19]=[C:20]3[C:25](=[CH:26][CH:27]=2)[O:24][CH:23]([C:28]2[CH:33]=[CH:32][CH:31]=[CH:30][CH:29]=2)[CH2:22][CH2:21]3)=[C:4]([CH:9]=[C:8]([C:10]([F:12])([F:13])[F:11])[CH:7]=1)[NH2:1], predict the reactants needed to synthesize it. The reactants are: [N+:1]([C:4]1[CH:9]=[C:8]([C:10]([F:13])([F:12])[F:11])[CH:7]=[C:6]([N+:14]([O-])=O)[C:5]=1[O:17][C:18]1[CH:19]=[C:20]2[C:25](=[CH:26][CH:27]=1)[O:24][CH:23]([C:28]1[CH:33]=[CH:32][CH:31]=[CH:30][CH:29]=1)[CH2:22][CH2:21]2)([O-])=O.C1(C2CCC3C(=CC=C(OC4C=CC=CC=4N)C=3)O2)C=CC=CC=1. (6) Given the product [CH3:15][N:14]1[C:6]2[C:5](=[O:39])[C:4]3[CH:3]=[C:2]([CH2:30][C:31]4[CH:32]=[C:33]([CH:36]=[CH:37][CH:38]=4)[C:34]#[N:35])[CH:11]=[CH:10][C:9]=3[NH:8][C:7]=2[CH:12]=[N:13]1, predict the reactants needed to synthesize it. The reactants are: Br[C:2]1[CH:11]=[CH:10][C:9]2[N:8]=[C:7]3[CH:12]=[N:13][N:14]([CH3:15])[C:6]3=[C:5](Cl)[C:4]=2[CH:3]=1.C([Sn]([CH2:30][C:31]1[CH:32]=[C:33]([CH:36]=[CH:37][CH:38]=1)[C:34]#[N:35])(CCCC)CCCC)CCC.[OH2:39]. (7) Given the product [O:18]1[CH2:19][CH2:20][O:21][C:17]21[C@H:11]1[CH2:10][C:9](=[O:25])[CH2:16][C@@H:15]2[CH2:14][O:13][CH2:12]1, predict the reactants needed to synthesize it. The reactants are: C1(C([CH:9]2[CH2:16][C@H:15]3[C:17]4([O:21][CH2:20][CH2:19][O:18]4)[C@H:11]([CH2:12][O:13][CH2:14]3)[CH2:10]2)=O)C=CC=CC=1.CC(C)([O-:25])C.[K+].C(O)(C)(C)C.O=O. (8) The reactants are: [Br:1][C:2]1[CH:3]=[C:4]([C:9](C#N)([CH3:15])[C:10]([O:12]CC)=[O:11])[CH:5]=[C:6]([Cl:8])[CH:7]=1.Cl. Given the product [Br:1][C:2]1[CH:3]=[C:4]([CH:9]([CH3:15])[C:10]([OH:12])=[O:11])[CH:5]=[C:6]([Cl:8])[CH:7]=1, predict the reactants needed to synthesize it. (9) Given the product [O:30]([C:28]([N:2]1[CH:6]2[CH2:5][CH2:4][CH:3]1[CH2:10][C:8](=[O:9])[CH2:7]2)=[O:29])[C:31]1[CH:36]=[CH:35][CH:34]=[CH:33][CH:32]=1, predict the reactants needed to synthesize it. The reactants are: C[N:2]1[CH:6]2[CH2:7][C:8]([CH2:10][CH:3]1[CH2:4][CH2:5]2)=[O:9].C([O-])([O-])=O.[K+].[K+].N#N.CCl.N1CCOCC1.Cl[C:28]([O:30][C:31]1[CH:36]=[CH:35][CH:34]=[CH:33][CH:32]=1)=[O:29].ClC([O-])=O.